Dataset: Reaction yield outcomes from USPTO patents with 853,638 reactions. Task: Predict the reaction yield, written as a fraction of the theoretical maximum amount of product (1.0 means a 100% yield; for example, 0.34 means a 34% yield). The reactants are [CH:1]1([NH:4][C:5]([NH:7][C:8]2[CH:13]=[CH:12][C:11]([O:14][C:15]3[CH:20]=[CH:19][N:18]=[C:17]4[CH:21]=[C:22]([C:24]5[CH:29]=[CH:28][C:27]([CH:30]=O)=[CH:26][N:25]=5)[S:23][C:16]=34)=[C:10]([F:32])[CH:9]=2)=[O:6])[CH2:3][CH2:2]1.[CH3:33][O:34][CH2:35][C@@H:36]([NH2:38])[CH3:37].C(O)(=O)C.[BH-](OC(C)=O)(OC(C)=O)OC(C)=O.[Na+]. The catalyst is C(Cl)Cl. The product is [CH:1]1([NH:4][C:5]([NH:7][C:8]2[CH:13]=[CH:12][C:11]([O:14][C:15]3[CH:20]=[CH:19][N:18]=[C:17]4[CH:21]=[C:22]([C:24]5[CH:29]=[CH:28][C:27]([CH2:30][NH:38][C@@H:36]([CH3:37])[CH2:35][O:34][CH3:33])=[CH:26][N:25]=5)[S:23][C:16]=34)=[C:10]([F:32])[CH:9]=2)=[O:6])[CH2:3][CH2:2]1. The yield is 0.460.